Dataset: Full USPTO retrosynthesis dataset with 1.9M reactions from patents (1976-2016). Task: Predict the reactants needed to synthesize the given product. (1) Given the product [CH3:1][C:2]1[C:10]2[C:5](=[N:6][CH:7]=[C:8]([C:11]3[CH:12]=[C:13]([NH:14][C:18](=[O:23])/[CH:19]=[CH:20]/[CH2:21][CH3:22])[CH:15]=[CH:16][CH:17]=3)[CH:9]=2)[NH:4][CH:3]=1, predict the reactants needed to synthesize it. The reactants are: [CH3:1][C:2]1[C:10]2[C:5](=[N:6][CH:7]=[C:8]([C:11]3[CH:12]=[C:13]([CH:15]=[CH:16][CH:17]=3)[NH2:14])[CH:9]=2)[NH:4][CH:3]=1.[C:18](O)(=[O:23])/[CH:19]=[CH:20]/[CH2:21][CH3:22].CCN=C=NCCCN(C)C.Cl.C1C=CC2N(O)N=NC=2C=1.CCN(C(C)C)C(C)C. (2) Given the product [Cl:1][C:2]1[N:7]=[C:6]([N:10]([CH3:9])[CH:11]2[CH2:27][CH2:26][C:14]3([CH2:18][N:17]([C:19]([O:21][C:22]([CH3:23])([CH3:24])[CH3:25])=[O:20])[CH2:16][CH2:15]3)[CH2:13][CH2:12]2)[CH:5]=[CH:4][N:3]=1, predict the reactants needed to synthesize it. The reactants are: [Cl:1][C:2]1[N:7]=[C:6](Cl)[CH:5]=[CH:4][N:3]=1.[CH3:9][NH:10][CH:11]1[CH2:27][CH2:26][C:14]2([CH2:18][N:17]([C:19]([O:21][C:22]([CH3:25])([CH3:24])[CH3:23])=[O:20])[CH2:16][CH2:15]2)[CH2:13][CH2:12]1.CCN(CC)CC. (3) Given the product [Br:1][C:2]1[CH:7]=[CH:6][C:5]([N:8]2[C:12]([CH3:13])=[CH:11][C:10]([C:14]([N:16]([CH2:21][CH2:22][CH2:23][CH3:24])[CH2:17][CH2:18][CH2:19][CH3:20])=[O:15])=[N:9]2)=[C:4]([C:25]([N:27]2[C@H:36]([CH2:37][O:38][Si:39]([C:42]([CH3:45])([CH3:44])[CH3:43])([CH3:41])[CH3:40])[CH2:35][C:34]3[C:29](=[CH:30][CH:31]=[CH:32][CH:33]=3)[CH2:28]2)=[O:26])[CH:3]=1, predict the reactants needed to synthesize it. The reactants are: [Br:1][C:2]1[CH:7]=[CH:6][C:5]([N:8]2[C:12]([CH3:13])=[CH:11][C:10]([C:14]([N:16]([CH2:21][CH2:22][CH2:23][CH3:24])[CH2:17][CH2:18][CH2:19][CH3:20])=[O:15])=[N:9]2)=[C:4]([C:25]([N:27]2[C@H:36]([CH2:37][OH:38])[CH2:35][C:34]3[C:29](=[CH:30][CH:31]=[CH:32][CH:33]=3)[CH2:28]2)=[O:26])[CH:3]=1.[Si:39](Cl)([C:42]([CH3:45])([CH3:44])[CH3:43])([CH3:41])[CH3:40].N1C=CN=C1.